Dataset: Catalyst prediction with 721,799 reactions and 888 catalyst types from USPTO. Task: Predict which catalyst facilitates the given reaction. (1) Reactant: F[C:2]1[C:9]([CH3:10])=[CH:8][C:5]([C:6]#[N:7])=[CH:4][N:3]=1.Cl.[C:12]([O:16][C:17](=[O:21])[CH2:18][CH2:19][NH2:20])([CH3:15])([CH3:14])[CH3:13].O. Product: [C:6]([C:5]1[CH:8]=[C:9]([CH3:10])[C:2]([NH:20][CH2:19][CH2:18][C:17]([O:16][C:12]([CH3:15])([CH3:14])[CH3:13])=[O:21])=[N:3][CH:4]=1)#[N:7]. The catalyst class is: 16. (2) Reactant: C([C:3]1[CH:8]=[CH:7][C:6](Br)=C[C:4]=1[F:10])#N.[CH3:11][Mg+].[Br-].CC[O:16][CH2:17][CH3:18].C([Li])CCC.CCCCCC.C[O:31][B:32](OC)[O:33]C. Product: [C:17]([C:18]1[CH:6]=[CH:7][C:8]([B:32]([OH:33])[OH:31])=[CH:3][C:4]=1[F:10])(=[O:16])[CH3:11]. The catalyst class is: 1. (3) Reactant: Br[C:2]1[CH:3]=[CH:4][C:5]([Cl:23])=[C:6]([CH:22]=1)[CH2:7][C:8]1[CH:21]=[CH:20][C:11]([O:12][Si:13]([C:16]([CH3:19])([CH3:18])[CH3:17])([CH3:15])[CH3:14])=[CH:10][CH:9]=1.[Li]CCCC.[Si:29]([O:36][C@H:37]1[C@H:44]2[C@H:40]([O:41][C:42]([CH3:46])([CH3:45])[O:43]2)[O:39][C@H:38]1[CH:47]=[O:48])([C:32]([CH3:35])([CH3:34])[CH3:33])([CH3:31])[CH3:30]. Product: [Si:29]([O:36][C@H:37]1[C@H:44]2[C@H:40]([O:41][C:42]([CH3:46])([CH3:45])[O:43]2)[O:39][CH:38]1[CH:47]([C:2]1[CH:3]=[CH:4][C:5]([Cl:23])=[C:6]([CH2:7][C:8]2[CH:21]=[CH:20][C:11]([O:12][Si:13]([C:16]([CH3:19])([CH3:18])[CH3:17])([CH3:15])[CH3:14])=[CH:10][CH:9]=2)[CH:22]=1)[OH:48])([C:32]([CH3:35])([CH3:34])[CH3:33])([CH3:30])[CH3:31]. The catalyst class is: 1. (4) Reactant: [N:1]1([CH2:7][CH2:8][CH2:9][O:10][C:11]2[CH:18]=[CH:17][C:14]([CH:15]=O)=[CH:13][CH:12]=2)[CH2:6][CH2:5][CH2:4][CH2:3][CH2:2]1.[NH:19]1[CH2:24][CH2:23][CH:22]([N:25]2[C:29]3[CH:30]=[CH:31][CH:32]=[CH:33][C:28]=3[N:27]=[CH:26]2)[CH2:21][CH2:20]1.C(O[BH-](OC(=O)C)OC(=O)C)(=O)C.[Na+].[OH-].[Na+].[CH2:50]([Cl:52])[Cl:51]. Product: [NH3:1].[CH2:50]([Cl:52])[Cl:51].[N:1]1([CH2:7][CH2:8][CH2:9][O:10][C:11]2[CH:18]=[CH:17][C:14]([CH2:15][N:19]3[CH2:20][CH2:21][CH:22]([N:25]4[C:29]5[CH:30]=[CH:31][CH:32]=[CH:33][C:28]=5[N:27]=[CH:26]4)[CH2:23][CH2:24]3)=[CH:13][CH:12]=2)[CH2:6][CH2:5][CH2:4][CH2:3][CH2:2]1. The catalyst class is: 15. (5) Reactant: Cl[C:2]1[N:7]=[C:6]([NH:8][C:9]2[N:14]=[CH:13][C:12]3[N:15]=[C:16]([CH3:21])[N:17]([CH:18]([CH3:20])[CH3:19])[C:11]=3[CH:10]=2)[CH:5]=[CH:4][N:3]=1.[NH:22]1[C:30]2[CH2:29][CH2:28][NH:27][CH2:26][C:25]=2[CH:24]=[N:23]1.C(N(CC)CC)C.CC(O)C. Product: [NH:22]1[C:30]2[CH2:29][CH2:28][N:27]([C:2]3[N:7]=[C:6]([NH:8][C:9]4[N:14]=[CH:13][C:12]5[N:15]=[C:16]([CH3:21])[N:17]([CH:18]([CH3:20])[CH3:19])[C:11]=5[CH:10]=4)[CH:5]=[CH:4][N:3]=3)[CH2:26][C:25]=2[CH:24]=[N:23]1. The catalyst class is: 4. (6) Reactant: FC(F)(F)C(OC(=O)C(F)(F)F)=O.N1C=CC=CC=1.[Cl:20][CH2:21][CH2:22][O:23][C:24]1[CH:29]=[CH:28][C:27]([CH:30]2[CH:35]([C:36]3[CH:41]=[CH:40][C:39]([OH:42])=[CH:38][CH:37]=3)[C:34](O)([C:43]([F:46])([F:45])[F:44])[C:33]3[CH:48]=[CH:49][C:50]([OH:52])=[CH:51][C:32]=3[O:31]2)=[CH:26][CH:25]=1.[Cl-].[Na+]. Product: [Cl:20][CH2:21][CH2:22][O:23][C:24]1[CH:25]=[CH:26][C:27]([CH:30]2[C:35]([C:36]3[CH:41]=[CH:40][C:39]([OH:42])=[CH:38][CH:37]=3)=[C:34]([C:43]([F:46])([F:44])[F:45])[C:33]3[CH:48]=[CH:49][C:50]([OH:52])=[CH:51][C:32]=3[O:31]2)=[CH:28][CH:29]=1. The catalyst class is: 56. (7) Reactant: [CH3:1][N:2]1[CH:17]=[CH:16][C:5]2[N:6]=[C:7]([C:10]3[CH:11]=[N:12][N:13]([CH3:15])[CH:14]=3)[N:8]=[CH:9][C:4]=2[C:3]1=[O:18].[Br:19]Br.O. Product: [Br:19][C:16]1[C:5]2[N:6]=[C:7]([C:10]3[CH:11]=[N:12][N:13]([CH3:15])[CH:14]=3)[N:8]=[CH:9][C:4]=2[C:3](=[O:18])[N:2]([CH3:1])[CH:17]=1. The catalyst class is: 52. (8) Reactant: [NH2:1][O:2][CH:3]1[CH2:8][CH2:7][CH2:6][CH2:5][O:4]1.C(N(CC)CC)C.[Br:16][CH2:17][CH2:18][CH2:19][CH2:20][CH2:21][CH2:22][C:23](Cl)=[O:24]. Product: [Br:16][CH2:17][CH2:18][CH2:19][CH2:20][CH2:21][CH2:22][C:23]([NH:1][O:2][CH:3]1[CH2:8][CH2:7][CH2:6][CH2:5][O:4]1)=[O:24]. The catalyst class is: 91.